Dataset: NCI-60 drug combinations with 297,098 pairs across 59 cell lines. Task: Regression. Given two drug SMILES strings and cell line genomic features, predict the synergy score measuring deviation from expected non-interaction effect. (1) Drug 1: C1CN1C2=NC(=NC(=N2)N3CC3)N4CC4. Drug 2: CC1=C(C(=O)C2=C(C1=O)N3CC4C(C3(C2COC(=O)N)OC)N4)N. Cell line: SR. Synergy scores: CSS=89.8, Synergy_ZIP=1.61, Synergy_Bliss=1.48, Synergy_Loewe=-0.517, Synergy_HSA=2.51. (2) Drug 1: C1=CC(=CC=C1CCC2=CNC3=C2C(=O)NC(=N3)N)C(=O)NC(CCC(=O)O)C(=O)O. Drug 2: C(CCl)NC(=O)N(CCCl)N=O. Cell line: HOP-92. Synergy scores: CSS=13.8, Synergy_ZIP=-5.10, Synergy_Bliss=-1.69, Synergy_Loewe=-7.81, Synergy_HSA=0.112. (3) Drug 1: CC1=C(N=C(N=C1N)C(CC(=O)N)NCC(C(=O)N)N)C(=O)NC(C(C2=CN=CN2)OC3C(C(C(C(O3)CO)O)O)OC4C(C(C(C(O4)CO)O)OC(=O)N)O)C(=O)NC(C)C(C(C)C(=O)NC(C(C)O)C(=O)NCCC5=NC(=CS5)C6=NC(=CS6)C(=O)NCCC[S+](C)C)O. Drug 2: CCC1(C2=C(COC1=O)C(=O)N3CC4=CC5=C(C=CC(=C5CN(C)C)O)N=C4C3=C2)O.Cl. Cell line: EKVX. Synergy scores: CSS=9.98, Synergy_ZIP=-6.90, Synergy_Bliss=-4.95, Synergy_Loewe=-0.968, Synergy_HSA=-0.730.